Task: Predict the product of the given reaction.. Dataset: Forward reaction prediction with 1.9M reactions from USPTO patents (1976-2016) (1) Given the reactants Cl[CH2:2][C:3]1[C:8]([O:9][CH3:10])=[C:7]([O:11][CH3:12])[CH:6]=[CH:5][N:4]=1.[N+](C(C)C)([O-])=[O:14].[Na], predict the reaction product. The product is: [CH3:10][O:9][C:8]1[C:3]([CH:2]=[O:14])=[N:4][CH:5]=[CH:6][C:7]=1[O:11][CH3:12]. (2) Given the reactants [NH2:1][C:2]([C:4]1[CH:5]=[N:6][C:7]2[C:12]([C:13]=1[NH:14][C:15]1[CH:16]=[C:17]([CH:23]=[CH:24][CH:25]=1)[C:18]([O:20][CH2:21][CH3:22])=[O:19])=[CH:11][CH:10]=[C:9](Br)[CH:8]=2)=[O:3].[C:27](=[O:30])([O-])[O-].[K+].[K+], predict the reaction product. The product is: [NH2:1][C:2]([C:4]1[CH:5]=[N:6][C:7]2[C:12]([C:13]=1[NH:14][C:15]1[CH:16]=[C:17]([CH:23]=[CH:24][CH:25]=1)[C:18]([O:20][CH2:21][CH3:22])=[O:19])=[CH:11][CH:10]=[C:9]([C:13]1[CH:12]=[CH:7][N:6]=[C:5]([O:30][CH3:27])[CH:4]=1)[CH:8]=2)=[O:3]. (3) Given the reactants Br[C:2]1[CH:7]=[C:6]([Cl:8])[CH:5]=[CH:4][C:3]=1[NH:9][C:10](=[O:16])[O:11][C:12]([CH3:15])([CH3:14])[CH3:13].[CH3:17][C:18]1([CH3:34])[C:22]([CH3:24])([CH3:23])[O:21][B:20]([B:20]2[O:21][C:22]([CH3:24])([CH3:23])[C:18]([CH3:34])([CH3:17])[O:19]2)[O:19]1.C([O-])(=O)C.[Na+], predict the reaction product. The product is: [Cl:8][C:6]1[CH:5]=[CH:4][C:3]([NH:9][C:10](=[O:16])[O:11][C:12]([CH3:15])([CH3:14])[CH3:13])=[C:2]([B:20]2[O:21][C:22]([CH3:24])([CH3:23])[C:18]([CH3:34])([CH3:17])[O:19]2)[CH:7]=1. (4) Given the reactants [CH:1]1([C:5]2[C:13](I)=[CH:12][C:8]([C:9]([OH:11])=[O:10])=[C:7]([CH2:15][CH3:16])[CH:6]=2)[CH2:4][CH2:3][CH2:2]1.[Li]CCCC.[C:22](=O)([O:25]C)[O:23][CH3:24], predict the reaction product. The product is: [CH:1]1([C:5]2[C:13]([C:22]([O:23][CH3:24])=[O:25])=[CH:12][C:8]([C:9]([OH:11])=[O:10])=[C:7]([CH2:15][CH3:16])[CH:6]=2)[CH2:4][CH2:3][CH2:2]1. (5) Given the reactants [CH:1]1([O:6][C:7]2[CH:24]=[CH:23][C:22]3[C@@H:21]4[C@H:12]([C@H:13]5[C@@:17]([CH2:19][C@@H:20]4[C:25]4[CH:30]=[CH:29][C:28]([O:31][CH2:32][CH2:33][CH2:34][CH2:35][CH2:36][S:37]([CH2:39][CH2:40][CH2:41][C:42]([F:48])([F:47])[C:43]([F:46])([F:45])[F:44])=[O:38])=[CH:27][CH:26]=4)([CH3:18])[C@@H:16]([OH:49])[CH2:15][CH2:14]5)[CH2:11][CH2:10][C:9]=3[CH:8]=2)[CH2:5][CH2:4][CH2:3][CH2:2]1.ClC1C=CC=C(C(OO)=[O:58])C=1, predict the reaction product. The product is: [CH:1]1([O:6][C:7]2[CH:24]=[CH:23][C:22]3[C@@H:21]4[C@H:12]([C@H:13]5[C@@:17]([CH2:19][C@@H:20]4[C:25]4[CH:30]=[CH:29][C:28]([O:31][CH2:32][CH2:33][CH2:34][CH2:35][CH2:36][S:37]([CH2:39][CH2:40][CH2:41][C:42]([F:47])([F:48])[C:43]([F:44])([F:45])[F:46])(=[O:58])=[O:38])=[CH:27][CH:26]=4)([CH3:18])[C@@H:16]([OH:49])[CH2:15][CH2:14]5)[CH2:11][CH2:10][C:9]=3[CH:8]=2)[CH2:5][CH2:4][CH2:3][CH2:2]1. (6) Given the reactants [C:1]([O:6][CH2:7][CH3:8])(=[O:5])[C@H:2]([CH3:4])[OH:3].N1C=CN=C1.[CH3:14][C:15]([Si:18](Cl)([CH3:20])[CH3:19])([CH3:17])[CH3:16], predict the reaction product. The product is: [CH2:7]([O:6][C:1](=[O:5])[C@@H:2]([O:3][Si:18]([C:15]([CH3:17])([CH3:16])[CH3:14])([CH3:20])[CH3:19])[CH3:4])[CH3:8].